Dataset: Reaction yield outcomes from USPTO patents with 853,638 reactions. Task: Predict the reaction yield, written as a fraction of the theoretical maximum amount of product (1.0 means a 100% yield; for example, 0.34 means a 34% yield). (1) The reactants are [CH2:1]([O:8][C:9]1[CH:14]=[CH:13][CH:12]=[CH:11][C:10]=1I)[C:2]1[CH:7]=[CH:6][CH:5]=[CH:4][CH:3]=1.[CH2:16]([CH:20]1[CH2:25][CH2:24][N:23]([CH2:26][CH2:27][CH2:28][C:29]#N)[CH2:22][CH2:21]1)[CH2:17][CH2:18][CH3:19].CC[O:33]C(C)=O. The catalyst is CCOCC.C(Cl)Cl. The product is [CH2:16]([CH:20]1[CH2:25][CH2:24][N:23]([CH2:26][CH2:27][CH2:28][C:29]([C:10]2[CH:11]=[CH:12][CH:13]=[CH:14][C:9]=2[O:8][CH2:1][C:2]2[CH:7]=[CH:6][CH:5]=[CH:4][CH:3]=2)=[O:33])[CH2:22][CH2:21]1)[CH2:17][CH2:18][CH3:19]. The yield is 0.510. (2) The reactants are [CH:1]([O:4][C:5]1[C:14]([O:15][CH3:16])=[CH:13][CH:12]=[C:11]2[C:6]=1[CH2:7][CH2:8][CH2:9][CH2:10]2)([CH3:3])[CH3:2].O.[O:18]1CCOCC1. The catalyst is O1CCOCC1. The product is [CH:1]([O:4][C:5]1[C:14]([O:15][CH3:16])=[CH:13][CH:12]=[C:11]2[C:6]=1[CH2:7][CH2:8][CH2:9][C:10]2=[O:18])([CH3:3])[CH3:2]. The yield is 0.710. (3) The reactants are Cl[CH2:2][C:3]1[CH:27]=[CH:26][C:6]([O:7][CH2:8][C:9]2[N:10]=[C:11]([C:15]3[CH:16]=[CH:17][C:18]([CH3:25])=[C:19]([CH:24]=3)[C:20]([O:22][CH3:23])=[O:21])[O:12][C:13]=2[CH3:14])=[C:5]([O:28][CH3:29])[CH:4]=1.[OH:30][C:31]1[C:35]([CH:36]=[O:37])=[CH:34][N:33]([C:38]2[CH:43]=[CH:42][CH:41]=[CH:40][CH:39]=2)[N:32]=1.C(=O)([O-])[O-].[K+].[K+].CN(C)C=O. The catalyst is O. The product is [CH:36]([C:35]1[C:31]([O:30][CH2:2][C:3]2[CH:27]=[CH:26][C:6]([O:7][CH2:8][C:9]3[N:10]=[C:11]([C:15]4[CH:16]=[CH:17][C:18]([CH3:25])=[C:19]([CH:24]=4)[C:20]([O:22][CH3:23])=[O:21])[O:12][C:13]=3[CH3:14])=[C:5]([O:28][CH3:29])[CH:4]=2)=[N:32][N:33]([C:38]2[CH:43]=[CH:42][CH:41]=[CH:40][CH:39]=2)[CH:34]=1)=[O:37]. The yield is 0.920. (4) The reactants are [CH3:1][P:2]1(=[O:21])[CH2:7][CH2:6][N:5]([CH:8]2[CH2:13][CH2:12][N:11]([C:14](OC(C)(C)C)=O)[CH2:10][CH2:9]2)[CH2:4][CH2:3]1.FC(F)(F)C(O)=O.C(=O)([O-])[O-].[K+].[K+].FC1[CH:37]=[CH:38][C:39]([N+:44]([O-:46])=[O:45])=[C:40]([O:42][CH3:43])[CH:41]=1. The catalyst is C(Cl)Cl. The product is [CH3:43][O:42][C:40]1[CH:41]=[C:14]([N:11]2[CH2:10][CH2:9][CH:8]([N:5]3[CH2:4][CH2:3][P:2](=[O:21])([CH3:1])[CH2:7][CH2:6]3)[CH2:13][CH2:12]2)[CH:37]=[CH:38][C:39]=1[N+:44]([O-:46])=[O:45]. The yield is 0.860. (5) The reactants are [Cl:1][C:2]1[CH:3]=[CH:4][C:5]([C:8]([NH:27][C:28]([NH2:30])=[S:29])([C:16]2[CH:21]=[C:20]([C:22]([F:25])([F:24])[F:23])[CH:19]=[C:18]([F:26])[CH:17]=2)[CH2:9][C:10]2[CH:15]=[CH:14][CH:13]=[CH:12][CH:11]=2)=[N:6][CH:7]=1.Br[CH2:32][C:33](=O)[C:34]([F:37])([F:36])[F:35]. The catalyst is C(O)C. The product is [Cl:1][C:2]1[CH:3]=[CH:4][C:5]([C:8]([NH:27][C:28]2[S:29][CH:32]=[C:33]([C:34]([F:37])([F:36])[F:35])[N:30]=2)([C:16]2[CH:21]=[C:20]([C:22]([F:23])([F:25])[F:24])[CH:19]=[C:18]([F:26])[CH:17]=2)[CH2:9][C:10]2[CH:11]=[CH:12][CH:13]=[CH:14][CH:15]=2)=[N:6][CH:7]=1. The yield is 0.610. (6) The reactants are [CH3:1][C:2]([C:4]1[C:13]2[C:8](=[CH:9][CH:10]=[CH:11][CH:12]=2)[CH:7]=[CH:6][CH:5]=1)=O.[NH2:14][CH2:15][CH2:16][NH:17][C:18](=[O:24])[O:19][C:20]([CH3:23])([CH3:22])[CH3:21].[BH3-]C#N.[Na+]. The catalyst is C(#N)C.[Cl-].[Cl-].[Zn+2]. The product is [C:4]1([CH:2]([NH:14][CH2:15][CH2:16][NH:17][C:18](=[O:24])[O:19][C:20]([CH3:22])([CH3:21])[CH3:23])[CH3:1])[C:13]2[C:8](=[CH:9][CH:10]=[CH:11][CH:12]=2)[CH:7]=[CH:6][CH:5]=1. The yield is 0.770. (7) The reactants are [CH3:1][C:2]1[CH:16]=[C:15]([CH3:17])[C:5]2[N:6]=[N:7][N:8]([CH2:11][C:12]([OH:14])=O)[C:9](=[O:10])[C:4]=2[CH:3]=1.[C:18]1([CH3:27])[CH:23]=[CH:22][C:21]([C@@H:24]([NH2:26])[CH3:25])=[CH:20][CH:19]=1. No catalyst specified. The product is [CH3:1][C:2]1[CH:16]=[C:15]([CH3:17])[C:5]2[N:6]=[N:7][N:8]([CH2:11][C:12]([NH:26][C@H:24]([C:21]3[CH:22]=[CH:23][C:18]([CH3:27])=[CH:19][CH:20]=3)[CH3:25])=[O:14])[C:9](=[O:10])[C:4]=2[CH:3]=1. The yield is 0.360.